Dataset: Reaction yield outcomes from USPTO patents with 853,638 reactions. Task: Predict the reaction yield, written as a fraction of the theoretical maximum amount of product (1.0 means a 100% yield; for example, 0.34 means a 34% yield). (1) The reactants are [CH3:1][O:2][CH2:3][CH2:4][O:5][CH2:6][C:7]([C:10]1[CH:15]=[CH:14][C:13]([NH2:16])=[CH:12][CH:11]=1)([CH3:9])[CH3:8].[N+:17]([O-])([O-:19])=[O:18].[K+]. The product is [CH3:1][O:2][CH2:3][CH2:4][O:5][CH2:6][C:7]([C:10]1[CH:15]=[CH:14][C:13]([NH2:16])=[CH:12][C:11]=1[N+:17]([O-:19])=[O:18])([CH3:9])[CH3:8]. The catalyst is OS(O)(=O)=O. The yield is 0.710. (2) The reactants are CC1(C)OC(C(=O)C)(C)CO1.C(O[CH:15](OCC)[CH2:16][C:17]([C:19]1([CH3:26])[CH2:23][O:22][C:21]([CH3:25])([CH3:24])[O:20]1)=O)C.S(O)(O)(=O)=O.[NH2:35][C:36]1[NH:37][CH:38]=[CH:39][N:40]=1. No catalyst specified. The product is [CH3:25][C:21]1([CH3:24])[O:20][C:19]([C:17]2[CH:16]=[CH:15][N:37]3[CH:38]=[CH:39][N:40]=[C:36]3[N:35]=2)([CH3:26])[CH2:23][O:22]1. The yield is 0.960. (3) The reactants are C(OC([N:8]1[CH2:12][CH2:11][CH2:10][C@@H:9]1[CH2:13][O:14][C:15]1[CH:20]=[CH:19][C:18]([CH2:21][C:22]2[CH:27]=[CH:26][C:25]([I:28])=[CH:24][CH:23]=2)=[CH:17][CH:16]=1)=O)(C)(C)C.[ClH:29].CCOCC. The catalyst is O1CCOCC1. The product is [ClH:29].[I:28][C:25]1[CH:26]=[CH:27][C:22]([CH2:21][C:18]2[CH:19]=[CH:20][C:15]([O:14][CH2:13][C@H:9]3[CH2:10][CH2:11][CH2:12][NH:8]3)=[CH:16][CH:17]=2)=[CH:23][CH:24]=1. The yield is 0.950. (4) The reactants are [Br:1][C:2]1[CH:7]=[CH:6][C:5]([S:8](Cl)(=[O:10])=[O:9])=[CH:4][CH:3]=1.[NH2:12][C:13]1[CH:14]=[N:15][N:16]([CH3:19])[C:17]=1[CH3:18]. The catalyst is N1C=CC=CC=1. The product is [Br:1][C:2]1[CH:7]=[CH:6][C:5]([S:8]([NH:12][C:13]2[CH:14]=[N:15][N:16]([CH3:19])[C:17]=2[CH3:18])(=[O:10])=[O:9])=[CH:4][CH:3]=1. The yield is 0.710.